This data is from CYP2C19 inhibition data for predicting drug metabolism from PubChem BioAssay. The task is: Regression/Classification. Given a drug SMILES string, predict its absorption, distribution, metabolism, or excretion properties. Task type varies by dataset: regression for continuous measurements (e.g., permeability, clearance, half-life) or binary classification for categorical outcomes (e.g., BBB penetration, CYP inhibition). Dataset: cyp2c19_veith. (1) The drug is O=C(NCCF)[C@H]1C[C@@H]1[C@H](NP(=O)(c1ccccc1)c1ccccc1)c1ccccc1. The result is 0 (non-inhibitor). (2) The drug is CCCCC(=O)Nc1cc(OCC)c(NC(=O)c2ccccc2[N+](=O)[O-])cc1OCC. The result is 0 (non-inhibitor). (3) The result is 1 (inhibitor). The molecule is CNC(=O)c1ccc(-c2sc3nc(N4CCOCC4)c4c(c3c2N)CC(C)(C)OC4)o1. (4) The drug is O=C(CN1C(=O)c2ccccc2C1=O)NC1(C(=O)O)CCCC1. The result is 0 (non-inhibitor).